From a dataset of Retrosynthesis with 50K atom-mapped reactions and 10 reaction types from USPTO. Predict the reactants needed to synthesize the given product. (1) Given the product O=C(O)c1ccc(NN=Cc2ccc(O)c(O)c2)cc1, predict the reactants needed to synthesize it. The reactants are: NNc1ccc(C(=O)O)cc1.O=Cc1ccc(O)c(O)c1. (2) Given the product O=C(O)/C=C\C(=O)O, predict the reactants needed to synthesize it. The reactants are: CCN(CC)CCN.O=S(CCCl)c1ccccc1. (3) Given the product O=C(O)CCCC/C=C(\c1cccnc1)c1ccc2c(c1)OCO2, predict the reactants needed to synthesize it. The reactants are: O=C(O)CCCCC[P+](c1ccccc1)(c1ccccc1)c1ccccc1.O=C(c1cccnc1)c1ccc2c(c1)OCO2.